Dataset: Forward reaction prediction with 1.9M reactions from USPTO patents (1976-2016). Task: Predict the product of the given reaction. (1) Given the reactants [C:1]([CH2:3][CH2:4][N:5]([CH2:10][C:11]1[CH:16]=[CH:15][C:14]([CH2:17][N:18]([CH2:23][CH2:24][C:25]#[N:26])[CH2:19][CH2:20][C:21]#[N:22])=[CH:13][CH:12]=1)[CH2:6][CH2:7][C:8]#[N:9])#[N:2].[H][H], predict the reaction product. The product is: [NH2:22][CH2:21][CH2:20][CH2:19][N:18]([CH2:17][C:14]1[CH:13]=[CH:12][C:11]([CH2:10][N:5]([CH2:4][CH2:3][CH2:1][NH2:2])[CH2:6][CH2:7][CH2:8][NH2:9])=[CH:16][CH:15]=1)[CH2:23][CH2:24][CH2:25][NH2:26]. (2) Given the reactants [CH3:1][O:2][C:3](=[O:16])[CH2:4][N:5]1[C:13]2[C:8](=[CH:9][C:10]([F:14])=[CH:11][CH:12]=2)[CH:7]=[C:6]1[CH3:15].[C:17]1([S:23]([C:26]2[N:27]=[CH:28][S:29][C:30]=2[CH:31]=O)(=[O:25])=[O:24])[CH:22]=[CH:21][CH:20]=[CH:19][CH:18]=1.C([SiH](CC)CC)C.FC(F)(F)C(O)=O, predict the reaction product. The product is: [CH3:1][O:2][C:3](=[O:16])[CH2:4][N:5]1[C:13]2[C:8](=[CH:9][C:10]([F:14])=[CH:11][CH:12]=2)[C:7]([CH2:31][C:30]2[S:29][CH:28]=[N:27][C:26]=2[S:23]([C:17]2[CH:18]=[CH:19][CH:20]=[CH:21][CH:22]=2)(=[O:24])=[O:25])=[C:6]1[CH3:15]. (3) Given the reactants [C:1]([C:4]1[CH:14]=[CH:13][C:7]([O:8][CH2:9][C:10]([OH:12])=O)=[CH:6][CH:5]=1)(=[O:3])[CH3:2].[CH3:15][O:16][C:17](=[O:25])[C:18]1[CH:23]=[CH:22][CH:21]=[C:20]([NH2:24])[CH:19]=1.C1C=CC2N(O)N=NC=2C=1.CCN(C(C)C)C(C)C, predict the reaction product. The product is: [CH3:15][O:16][C:17](=[O:25])[C:18]1[CH:23]=[CH:22][CH:21]=[C:20]([NH:24][C:10](=[O:12])[CH2:9][O:8][C:7]2[CH:6]=[CH:5][C:4]([C:1](=[O:3])[CH3:2])=[CH:14][CH:13]=2)[CH:19]=1. (4) Given the reactants Cl.[C:2]([C:4]1([NH:10][C:11]([CH:13]([NH:19][C:20]([N:22]2[CH2:27][CH2:26][O:25][CH2:24][CH2:23]2)=[O:21])[CH2:14][C:15]([CH3:18])([CH3:17])[CH3:16])=[O:12])[CH2:9][CH2:8][NH:7][CH2:6][CH2:5]1)#[N:3].[C:28]1([N:34]=[C:35]=[O:36])[CH:33]=[CH:32][CH:31]=[CH:30][CH:29]=1.CN1CCOCC1, predict the reaction product. The product is: [C:28]1([NH:34][C:35]([N:7]2[CH2:6][CH2:5][C:4]([NH:10][C:11]([CH:13]([NH:19][C:20]([N:22]3[CH2:23][CH2:24][O:25][CH2:26][CH2:27]3)=[O:21])[CH2:14][C:15]([CH3:18])([CH3:17])[CH3:16])=[O:12])([C:2]#[N:3])[CH2:9][CH2:8]2)=[O:36])[CH:33]=[CH:32][CH:31]=[CH:30][CH:29]=1. (5) Given the reactants [Cl:1][C:2]1[CH:7]=[CH:6][C:5]([CH2:8][C@@H:9]([CH3:40])[C:10]([N:12]2[CH2:17][CH2:16][N:15]([C:18]3[CH:23]=[CH:22][C:21]([C:24]([F:27])([F:26])[F:25])=[CH:20][C:19]=3[C@@H:28]([N:32]([CH3:39])[S@](C(C)(C)C)=O)[CH:29]([CH3:31])[CH3:30])[CH2:14][CH2:13]2)=[O:11])=[C:4]([O:41][CH3:42])[CH:3]=1.Cl, predict the reaction product. The product is: [Cl:1][C:2]1[CH:7]=[CH:6][C:5]([CH2:8][C@@H:9]([CH3:40])[C:10]([N:12]2[CH2:17][CH2:16][N:15]([C:18]3[CH:23]=[CH:22][C:21]([C:24]([F:27])([F:26])[F:25])=[CH:20][C:19]=3[C@@H:28]([NH:32][CH3:39])[CH:29]([CH3:31])[CH3:30])[CH2:14][CH2:13]2)=[O:11])=[C:4]([O:41][CH3:42])[CH:3]=1. (6) Given the reactants [F:1][C:2]([F:9])([F:8])/[CH:3]=[CH:4]/[C:5](O)=[O:6].C(Cl)(=O)C(Cl)=O.[CH2:16]([O:18][C:19]1[N:24]=[C:23]([N:25]2[CH2:30][CH2:29][NH:28][CH2:27][CH2:26]2)[CH:22]=[C:21]([CH3:31])[CH:20]=1)[CH3:17], predict the reaction product. The product is: [CH2:16]([O:18][C:19]1[N:24]=[C:23]([N:25]2[CH2:26][CH2:27][N:28]([C:5](=[O:6])/[CH:4]=[CH:3]/[C:2]([F:9])([F:8])[F:1])[CH2:29][CH2:30]2)[CH:22]=[C:21]([CH3:31])[CH:20]=1)[CH3:17]. (7) Given the reactants Br[C:2]1[CH:3]=[CH:4][C:5]2[N:6]([C:8]([C:11]#[N:12])=[CH:9][N:10]=2)[CH:7]=1.[CH2:13](C([SnH3])=C(CCCC)CCCC)[CH2:14]CC, predict the reaction product. The product is: [CH:13]([C:2]1[CH:3]=[CH:4][C:5]2[N:6]([C:8]([C:11]#[N:12])=[CH:9][N:10]=2)[CH:7]=1)=[CH2:14]. (8) Given the reactants [NH:1]([C:3]1[N:4]=[C:5]2[C:11]([CH3:12])=[C:10]([C:13]3[CH:18]=[CH:17][C:16]([C:19]4([CH3:24])[O:23][CH2:22][CH2:21][O:20]4)=[CH:15][CH:14]=3)[N:9]([CH2:25][O:26][CH2:27][CH2:28][Si:29]([CH3:32])([CH3:31])[CH3:30])[C:6]2=[N:7][CH:8]=1)[NH2:2].O.NN.[CH:36](OCC)(OCC)OCC, predict the reaction product. The product is: [CH3:12][C:11]1[C:5]2[N:4]3[CH:36]=[N:2][N:1]=[C:3]3[CH:8]=[N:7][C:6]=2[N:9]([CH2:25][O:26][CH2:27][CH2:28][Si:29]([CH3:30])([CH3:32])[CH3:31])[C:10]=1[C:13]1[CH:18]=[CH:17][C:16]([C:19]2([CH3:24])[O:20][CH2:21][CH2:22][O:23]2)=[CH:15][CH:14]=1. (9) Given the reactants [CH:1]([N:4]1[C:8]2[CH:9]=[CH:10][CH:11]=[CH:12][C:7]=2[N:6]([CH2:13][C:14]2[N:18]([CH2:19][CH2:20][CH:21]([CH3:23])[CH3:22])[C:17]3[CH:24]=[CH:25][C:26]([C:28]([OH:30])=O)=[CH:27][C:16]=3[N:15]=2)[C:5]1=[O:31])([CH3:3])[CH3:2].C(Cl)CCl.[CH3:36][NH:37][CH3:38], predict the reaction product. The product is: [CH3:36][N:37]([CH3:38])[C:28]([C:26]1[CH:25]=[CH:24][C:17]2[N:18]([CH2:19][CH2:20][CH:21]([CH3:23])[CH3:22])[C:14]([CH2:13][N:6]3[C:7]4[CH:12]=[CH:11][CH:10]=[CH:9][C:8]=4[N:4]([CH:1]([CH3:3])[CH3:2])[C:5]3=[O:31])=[N:15][C:16]=2[CH:27]=1)=[O:30].